This data is from Forward reaction prediction with 1.9M reactions from USPTO patents (1976-2016). The task is: Predict the product of the given reaction. (1) The product is: [NH2:7][CH2:8][CH2:9][NH:10][C:11]([C:13]1[S:36][C:16]2=[CH:17][CH:18]=[C:19]3[C:24]([N:23]=[C:22]([NH:25][C:26]4[CH:31]=[CH:30][CH:29]=[C:28]([S:32](=[O:34])(=[O:35])[NH2:33])[CH:27]=4)[N:21]=[CH:20]3)=[C:15]2[CH:14]=1)=[O:12]. Given the reactants C(OC(=O)[NH:7][CH2:8][CH2:9][NH:10][C:11]([C:13]1[S:36][C:16]2=[CH:17][CH:18]=[C:19]3[C:24]([N:23]=[C:22]([NH:25][C:26]4[CH:31]=[CH:30][CH:29]=[C:28]([S:32](=[O:35])(=[O:34])[NH2:33])[CH:27]=4)[N:21]=[CH:20]3)=[C:15]2[CH:14]=1)=[O:12])(C)(C)C.C(O)(C(F)(F)F)=O.ClCCl.O.C(O)(C(F)(F)F)=O, predict the reaction product. (2) The product is: [C:1]([O:5][C:6]([NH:7][C@H:8]([C:19]([N:21]1[CH2:25][CH2:24][C:23]([F:27])([F:26])[CH2:22]1)=[O:20])[C@H:9]([C:11]1[CH:16]=[CH:15][C:14]([O:17][S:36]([C:39]([F:42])([F:41])[F:40])(=[O:38])=[O:37])=[CH:13][C:12]=1[F:18])[CH3:10])=[O:28])([CH3:2])([CH3:3])[CH3:4]. Given the reactants [C:1]([O:5][C:6](=[O:28])[NH:7][C@H:8]([C:19]([N:21]1[CH2:25][CH2:24][C:23]([F:27])([F:26])[CH2:22]1)=[O:20])[C@H:9]([C:11]1[CH:16]=[CH:15][C:14]([OH:17])=[CH:13][C:12]=1[F:18])[CH3:10])([CH3:4])([CH3:3])[CH3:2].C1C=CC(N([S:36]([C:39]([F:42])([F:41])[F:40])(=[O:38])=[O:37])[S:36]([C:39]([F:42])([F:41])[F:40])(=[O:38])=[O:37])=CC=1, predict the reaction product.